Dataset: Catalyst prediction with 721,799 reactions and 888 catalyst types from USPTO. Task: Predict which catalyst facilitates the given reaction. Reactant: [Cl:1][C:2]1[C:3]2[CH2:10][C:9](=[O:11])[NH:8][C:4]=2[N:5]=[CH:6][N:7]=1.C[Si](C)(C)[N-][Si](C)(C)C.[Li+].[CH2:22](I)[CH3:23]. Product: [Cl:1][C:2]1[C:3]2[CH:10]([CH2:22][CH3:23])[C:9](=[O:11])[NH:8][C:4]=2[N:5]=[CH:6][N:7]=1. The catalyst class is: 1.